Dataset: Full USPTO retrosynthesis dataset with 1.9M reactions from patents (1976-2016). Task: Predict the reactants needed to synthesize the given product. (1) The reactants are: Cl.[Cl:2][C:3]1[CH:4]=[N+:5]([O-:46])[CH:6]=[C:7]([Cl:45])[C:8]=1[CH2:9][C@@H:10]([C:30]1[CH:35]=[CH:34][C:33]([O:36][CH:37]([F:39])[F:38])=[C:32]([O:40][CH2:41][CH:42]2[CH2:44][CH2:43]2)[CH:31]=1)[O:11][C:12](=[O:29])[C:13]1[CH:18]=[CH:17][C:16]([O:19][CH3:20])=[C:15]([O:21]C([C@@H]2CCCN2)=O)[CH:14]=1.C([O-])(O)=O.[Na+]. Given the product [Cl:45][C:7]1[CH:6]=[N+:5]([O-:46])[CH:4]=[C:3]([Cl:2])[C:8]=1[CH2:9][C@@H:10]([C:30]1[CH:35]=[CH:34][C:33]([O:36][CH:37]([F:39])[F:38])=[C:32]([O:40][CH2:41][CH:42]2[CH2:44][CH2:43]2)[CH:31]=1)[O:11][C:12](=[O:29])[C:13]1[CH:18]=[CH:17][C:16]([O:19][CH3:20])=[C:15]([OH:21])[CH:14]=1, predict the reactants needed to synthesize it. (2) Given the product [CH3:1][O:2][C:3]1[CH:4]=[C:5]([C:14]2[N:18]([C:19]3[CH:20]=[N:21][CH:22]=[CH:23][CH:24]=3)[N:17]=[C:16]([C:25]([N:49]3[CH2:54][CH2:53][NH:52][C:51](=[O:55])[CH2:50]3)=[O:27])[CH:15]=2)[CH:6]=[C:7]([O:9][C:10]([F:13])([F:11])[F:12])[CH:8]=1, predict the reactants needed to synthesize it. The reactants are: [CH3:1][O:2][C:3]1[CH:4]=[C:5]([C:14]2[N:18]([C:19]3[CH:20]=[N:21][CH:22]=[CH:23][CH:24]=3)[N:17]=[C:16]([C:25]([OH:27])=O)[CH:15]=2)[CH:6]=[C:7]([O:9][C:10]([F:13])([F:12])[F:11])[CH:8]=1.ClC1C=C(C2N(C3C=NC=CC=3)N=C(C([N:49]3[CH2:54][CH2:53][NH:52][C:51](=[O:55])[CH2:50]3)=O)C=2)C=C(F)C=1.O=C1CNCCN1. (3) Given the product [ClH:1].[CH:26]1([CH2:25][N:16]2[C:17]3[C:22](=[CH:21][CH:20]=[CH:19][C:18]=3[O:23][CH3:24])[C:14]([C:4]3[C:3]4[CH2:2][N:34]([CH2:32][CH3:33])[CH2:8][C:7]=4[S:6][N:5]=3)=[CH:15]2)[CH2:31][CH2:30][CH2:29][CH2:28][CH2:27]1, predict the reactants needed to synthesize it. The reactants are: [Cl:1][CH2:2][C:3]1[C:4]([C:14]2[C:22]3[C:17](=[C:18]([O:23][CH3:24])[CH:19]=[CH:20][CH:21]=3)[N:16]([CH2:25][CH:26]3[CH2:31][CH2:30][CH2:29][CH2:28][CH2:27]3)[CH:15]=2)=[N:5][S:6][C:7]=1[CH2:8]OS(C)(=O)=O.[CH2:32]([NH2:34])[CH3:33].C(N(CC)CC)C. (4) Given the product [C:11]([O:15][C:16]([N:18]1[CH2:23][CH2:22][CH:21]([NH:8][C@H:7]([C:1]2[CH:6]=[CH:5][CH:4]=[CH:3][CH:2]=2)[CH2:9][OH:10])[CH2:20][CH2:19]1)=[O:17])([CH3:14])([CH3:12])[CH3:13], predict the reactants needed to synthesize it. The reactants are: [C:1]1([C@H:7]([CH2:9][OH:10])[NH2:8])[CH:6]=[CH:5][CH:4]=[CH:3][CH:2]=1.[C:11]([O:15][C:16]([N:18]1[CH2:23][CH2:22][C:21](=O)[CH2:20][CH2:19]1)=[O:17])([CH3:14])([CH3:13])[CH3:12].[BH-](OC(C)=O)(OC(C)=O)OC(C)=O.[Na+].